Dataset: Full USPTO retrosynthesis dataset with 1.9M reactions from patents (1976-2016). Task: Predict the reactants needed to synthesize the given product. (1) Given the product [Cl:60][C:61]1[CH:68]=[CH:67][C:64]([CH2:65][NH:66][C:23]([C:16]2[CH:15]=[C:14]3[C:19]([C:20](=[O:21])[N:11]([C:5]4[N:4]=[C:3]([O:2][CH3:1])[C:8]([O:9][CH3:10])=[CH:7][N:6]=4)[C:12](=[S:26])[NH:13]3)=[CH:18][C:17]=2[F:22])=[O:25])=[CH:63][CH:62]=1, predict the reactants needed to synthesize it. The reactants are: [CH3:1][O:2][C:3]1[C:8]([O:9][CH3:10])=[CH:7][N:6]=[C:5]([N:11]2[C:20](=[O:21])[C:19]3[C:14](=[CH:15][C:16]([C:23]([OH:25])=O)=[C:17]([F:22])[CH:18]=3)[NH:13][C:12]2=[S:26])[N:4]=1.CCN(C(C)C)C(C)C.CN(C(ON1N=NC2C=CC=NC1=2)=[N+](C)C)C.F[P-](F)(F)(F)(F)F.[Cl:60][C:61]1[CH:68]=[CH:67][C:64]([CH2:65][NH2:66])=[CH:63][CH:62]=1. (2) Given the product [CH2:1]([C@@H:3]1[CH2:4][CH2:5][C@H:6]([O:9][C:10]2[C:11]([C:22]([F:23])([F:24])[F:25])=[C:12]3[C:17](=[CH:18][CH:19]=2)[CH:16]=[C:15]([CH:20]([OH:21])[CH3:27])[CH:14]=[CH:13]3)[CH2:7][CH2:8]1)[CH3:2], predict the reactants needed to synthesize it. The reactants are: [CH2:1]([C@@H:3]1[CH2:8][CH2:7][C@H:6]([O:9][C:10]2[C:11]([C:22]([F:25])([F:24])[F:23])=[C:12]3[C:17](=[CH:18][CH:19]=2)[CH:16]=[C:15]([CH:20]=[O:21])[CH:14]=[CH:13]3)[CH2:5][CH2:4]1)[CH3:2].O1CCC[CH2:27]1.CC(C)=O.C(=O)=O.C[Mg]Br. (3) Given the product [NH2:33][C:17]1[N:18]=[CH:19][C:20]([C:22]2[CH:23]=[N:24][N:25]([CH:27]3[CH2:32][CH2:31][N:30]([C:4](=[O:5])[CH2:3][O:2][CH3:1])[CH2:29][CH2:28]3)[CH:26]=2)=[CH:21][C:16]=1[C:8]1[O:7][C:11]2[CH:12]=[CH:13][CH:14]=[CH:15][C:10]=2[N:9]=1, predict the reactants needed to synthesize it. The reactants are: [CH3:1][O:2][CH2:3][C:4](Cl)=[O:5].[O:7]1[C:11]2[CH:12]=[CH:13][CH:14]=[CH:15][C:10]=2[N:9]=[C:8]1[C:16]1[C:17]([NH2:33])=[N:18][CH:19]=[C:20]([C:22]2[CH:23]=[N:24][N:25]([CH:27]3[CH2:32][CH2:31][NH:30][CH2:29][CH2:28]3)[CH:26]=2)[CH:21]=1.C(N(C(C)C)C(C)C)C1C=CC=CC=1. (4) The reactants are: [Cl:1][C:2]1[CH:14]=[C:13]([Cl:15])[C:12]([O:16][C:17]2[N:21]([CH3:22])[N:20]=[C:19]([CH3:23])[C:18]=2[CH2:24][OH:25])=[CH:11][C:3]=1[O:4][C@@H:5]([CH3:10])[C:6]([O:8]C)=[O:7].[C:26]1(O)[CH:31]=[CH:30][CH:29]=[CH:28][CH:27]=1.C1(P(C2C=CC=CC=2)C2C=CC=CC=2)C=CC=CC=1.N(C(OCC)=O)=NC(OCC)=O. Given the product [Cl:1][C:2]1[CH:14]=[C:13]([Cl:15])[C:12]([O:16][C:17]2[N:21]([CH3:22])[N:20]=[C:19]([CH3:23])[C:18]=2[CH2:24][O:25][C:26]2[CH:31]=[CH:30][CH:29]=[CH:28][CH:27]=2)=[CH:11][C:3]=1[O:4][C@@H:5]([CH3:10])[C:6]([OH:8])=[O:7], predict the reactants needed to synthesize it.